From a dataset of Forward reaction prediction with 1.9M reactions from USPTO patents (1976-2016). Predict the product of the given reaction. (1) The product is: [N:25]([C:2]1[CH:15]=[C:14]2[C:5]([O:6][C:7]3[C:8]([F:24])=[CH:9][C:10]([O:22][CH3:23])=[CH:11][C:12]=3[C@@:13]32[CH2:20][CH2:19][S:18][C:17]([NH2:21])=[N:16]3)=[CH:4][CH:3]=1)=[N+:26]=[N-:27]. Given the reactants Br[C:2]1[CH:15]=[C:14]2[C:5]([O:6][C:7]3[C:8]([F:24])=[CH:9][C:10]([O:22][CH3:23])=[CH:11][C:12]=3[C@@:13]32[CH2:20][CH2:19][S:18][C:17]([NH2:21])=[N:16]3)=[CH:4][CH:3]=1.[N-:25]=[N+:26]=[N-:27].[Na+].CN[C@@H]1CCCC[C@H]1NC.N#N, predict the reaction product. (2) Given the reactants [CH:1]([N:4]1[N:8]=[N:7][C:6]([C:9]2[CH:14]=[CH:13][CH:12]=[C:11]([N+:15]([O-])=O)[CH:10]=2)=[N:5]1)([CH3:3])[CH3:2].[Cl-].[NH4+], predict the reaction product. The product is: [CH:1]([N:4]1[N:8]=[N:7][C:6]([C:9]2[CH:10]=[C:11]([CH:12]=[CH:13][CH:14]=2)[NH2:15])=[N:5]1)([CH3:3])[CH3:2].